From a dataset of Merck oncology drug combination screen with 23,052 pairs across 39 cell lines. Regression. Given two drug SMILES strings and cell line genomic features, predict the synergy score measuring deviation from expected non-interaction effect. Drug 1: N.N.O=C(O)C1(C(=O)O)CCC1.[Pt]. Drug 2: Cn1nnc2c(C(N)=O)ncn2c1=O. Cell line: SKMEL30. Synergy scores: synergy=5.81.